Dataset: Reaction yield outcomes from USPTO patents with 853,638 reactions. Task: Predict the reaction yield, written as a fraction of the theoretical maximum amount of product (1.0 means a 100% yield; for example, 0.34 means a 34% yield). (1) The reactants are Cl[C:2]1[CH:7]=[CH:6][C:5]([C:8]([F:11])([F:10])[F:9])=[CH:4][N:3]=1.[OH:12][C:13]1[CH:14]=[C:15]([CH:19]2[CH2:22][C:21]3([CH2:27][CH2:26][N:25]([C:28]([O:30][C:31]([CH3:34])([CH3:33])[CH3:32])=[O:29])[CH2:24][CH2:23]3)[CH2:20]2)[CH:16]=[CH:17][CH:18]=1.C(=O)([O-])[O-].[Cs+].[Cs+]. The catalyst is CN(C=O)C. The product is [F:9][C:8]([F:11])([F:10])[C:5]1[CH:6]=[CH:7][C:2]([O:12][C:13]2[CH:14]=[C:15]([CH:19]3[CH2:22][C:21]4([CH2:23][CH2:24][N:25]([C:28]([O:30][C:31]([CH3:34])([CH3:33])[CH3:32])=[O:29])[CH2:26][CH2:27]4)[CH2:20]3)[CH:16]=[CH:17][CH:18]=2)=[N:3][CH:4]=1. The yield is 0.850. (2) The reactants are [CH3:1][O:2][CH2:3][CH2:4][CH2:5][O:6][C:7]1[CH:12]=[CH:11][N:10]=[C:9]([CH2:13][S:14]([C:16]2[NH:20][C:19]3[CH:21]=[CH:22][CH:23]=[CH:24][C:18]=3[N:17]=2)=[O:15])[C:8]=1[CH3:25].[OH-].[Na+:27]. The catalyst is CO. The product is [CH3:25][C:8]1[C:9]([CH2:13][S+:14]([O-:15])[C:16]2[N-:17][C:18]3[CH:24]=[CH:23][CH:22]=[CH:21][C:19]=3[N:20]=2)=[N:10][CH:11]=[CH:12][C:7]=1[O:6][CH2:5][CH2:4][CH2:3][O:2][CH3:1].[Na+:27]. The yield is 0.949. (3) The reactants are [O:1]1[CH:5]=[CH:4][CH:3]=[C:2]1[C:6](Cl)=[O:7].[CH2:9]([N:16]1[C:25]2[C:20](=[CH:21][C:22]([Cl:26])=[CH:23][CH:24]=2)[C:19]([N:27]2[CH2:32][CH2:31][NH:30][CH2:29][CH2:28]2)=[C:18]([C:33]#[N:34])[C:17]1=[O:35])[C:10]1[CH:15]=[CH:14][CH:13]=[CH:12][CH:11]=1. The catalyst is N1C=CC=CC=1. The product is [CH2:9]([N:16]1[C:25]2[C:20](=[CH:21][C:22]([Cl:26])=[CH:23][CH:24]=2)[C:19]([N:27]2[CH2:32][CH2:31][N:30]([C:6]([C:2]3[O:1][CH:5]=[CH:4][CH:3]=3)=[O:7])[CH2:29][CH2:28]2)=[C:18]([C:33]#[N:34])[C:17]1=[O:35])[C:10]1[CH:15]=[CH:14][CH:13]=[CH:12][CH:11]=1. The yield is 0.760. (4) The reactants are [N+:1]([C:4]1[CH:12]=[CH:11][C:7]([C:8]([OH:10])=[O:9])=[CH:6][CH:5]=1)([O-:3])=[O:2].C(Cl)(=O)C(Cl)=O.[CH2:19]([O:21][C:22]([C@@:24]1([NH:29][C:30]([N:32]2[CH2:36][C@H:35](O)[CH2:34][C@H:33]2[C:38](=[O:47])[N:39]([CH2:41][CH2:42][CH2:43][CH2:44][CH:45]=[CH2:46])[CH3:40])=[O:31])[CH2:26][C@@H:25]1[CH:27]=[CH2:28])=[O:23])[CH3:20].C(N(CC)CC)C. The catalyst is C(Cl)Cl.C(Cl)Cl.CO.CN(C=O)C. The product is [N+:1]([C:4]1[CH:5]=[CH:6][C:7]([C:8]([O:10][C@@H:35]2[CH2:34][C@@H:33]([C:38](=[O:47])[N:39]([CH2:41][CH2:42][CH2:43][CH2:44][CH:45]=[CH2:46])[CH3:40])[N:32]([C:30](=[O:31])[NH:29][C@:24]3([C:22]([O:21][CH2:19][CH3:20])=[O:23])[CH2:26][C@H:25]3[CH:27]=[CH2:28])[CH2:36]2)=[O:9])=[CH:11][CH:12]=1)([O-:3])=[O:2]. The yield is 0.930. (5) The reactants are [C:1]1(/[CH:7]=[CH:8]/[S:9]([NH:12][C:13]2[CH:18]=[CH:17][CH:16]=[CH:15][C:14]=2[S:19]([NH2:22])(=[O:21])=[O:20])(=[O:11])=[O:10])[CH:6]=[CH:5][CH:4]=[CH:3][CH:2]=1.[H][H]. The catalyst is CO.[Pd]. The product is [CH2:8]([S:9]([NH:12][C:13]1[CH:18]=[CH:17][CH:16]=[CH:15][C:14]=1[S:19]([NH2:22])(=[O:20])=[O:21])(=[O:10])=[O:11])[CH2:7][C:1]1[CH:6]=[CH:5][CH:4]=[CH:3][CH:2]=1. The yield is 0.0800. (6) The reactants are [CH3:1][C:2]1[C:10]([NH:11][S:12]([C:15]2[S:16][CH:17]=[CH:18][CH:19]=2)(=[O:14])=[O:13])=[C:9]2[C:5]([CH:6]=[C:7]([C:20]([O:22]CC)=[O:21])[NH:8]2)=[CH:4][CH:3]=1.CO.[OH-].[K+].C(O)(=O)CC(CC(O)=O)(C(O)=O)O. The catalyst is O1CCCC1. The product is [CH3:1][C:2]1[C:10]([NH:11][S:12]([C:15]2[S:16][CH:17]=[CH:18][CH:19]=2)(=[O:14])=[O:13])=[C:9]2[C:5]([CH:6]=[C:7]([C:20]([OH:22])=[O:21])[NH:8]2)=[CH:4][CH:3]=1. The yield is 0.880.